Dataset: Forward reaction prediction with 1.9M reactions from USPTO patents (1976-2016). Task: Predict the product of the given reaction. (1) Given the reactants C([O:3][C:4](=[O:36])[CH2:5][NH:6][CH2:7][C:8](=[O:35])[N:9]1[C:17]2[C:12](=[CH:13][C:14]([O:18][CH2:19][C:20]3[S:21][C:22]([C:31]([F:34])([F:33])[F:32])=[C:23]([C:25]4[CH:30]=[CH:29][CH:28]=[CH:27][CH:26]=4)[CH:24]=3)=[CH:15][CH:16]=2)[CH2:11][CH2:10]1)C.CO.C1COCC1.[OH-].[Na+].Cl, predict the reaction product. The product is: [O:35]=[C:8]([N:9]1[C:17]2[C:12](=[CH:13][C:14]([O:18][CH2:19][C:20]3[S:21][C:22]([C:31]([F:34])([F:33])[F:32])=[C:23]([C:25]4[CH:26]=[CH:27][CH:28]=[CH:29][CH:30]=4)[CH:24]=3)=[CH:15][CH:16]=2)[CH2:11][CH2:10]1)[CH2:7][NH:6][CH2:5][C:4]([OH:36])=[O:3]. (2) Given the reactants [NH2:1][C:2]1[C:7]([CH2:8][CH2:9][CH:10]2[CH2:15][CH2:14][N:13]([C:16](=[O:27])[C@@H:17]([NH:19]C(=O)OC(C)(C)C)[CH3:18])[CH2:12][CH2:11]2)=[C:6]([Cl:28])[N:5]=[C:4]([CH3:29])[N:3]=1.O1CCOCC1.Cl, predict the reaction product. The product is: [ClH:28].[NH2:19][C@@H:17]([CH3:18])[C:16]([N:13]1[CH2:14][CH2:15][CH:10]([CH2:9][CH2:8][C:7]2[C:2]([NH2:1])=[N:3][C:4]([CH3:29])=[N:5][C:6]=2[Cl:28])[CH2:11][CH2:12]1)=[O:27]. (3) Given the reactants [C:1]([O:5][C:6]([N:8]1[CH2:13][CH2:12][N:11]([CH:14]([C:17]2[CH:22]=[CH:21][C:20]([Cl:23])=[CH:19][CH:18]=2)[CH2:15]N)[CH2:10][CH2:9]1)=[O:7])([CH3:4])([CH3:3])[CH3:2].[CH2:24]=O.[BH3-][C:27]#[N:28].[Na+], predict the reaction product. The product is: [C:1]([O:5][C:6]([N:8]1[CH2:13][CH2:12][N:11]([CH:14]([C:17]2[CH:22]=[CH:21][C:20]([Cl:23])=[CH:19][CH:18]=2)[CH2:15][N:28]([CH3:27])[CH3:24])[CH2:10][CH2:9]1)=[O:7])([CH3:4])([CH3:3])[CH3:2]. (4) Given the reactants [CH3:1][O:2][C:3]1[CH:4]=[C:5]([CH2:21][C:22]([CH3:30])([CH3:29])[CH2:23][C:24]([O:26][CH2:27][CH3:28])=[O:25])[CH:6]=[CH:7][C:8]=1[O:9][CH2:10][CH2:11][CH2:12][NH:13][C:14]1[CH:19]=[CH:18][CH:17]=[CH:16][N+:15]=1[O-].C1CCCCC=1, predict the reaction product. The product is: [CH3:1][O:2][C:3]1[CH:4]=[C:5]([CH2:21][C:22]([CH3:29])([CH3:30])[CH2:23][C:24]([O:26][CH2:27][CH3:28])=[O:25])[CH:6]=[CH:7][C:8]=1[O:9][CH2:10][CH2:11][CH2:12][NH:13][C:14]1[CH:19]=[CH:18][CH:17]=[CH:16][N:15]=1.